From a dataset of Forward reaction prediction with 1.9M reactions from USPTO patents (1976-2016). Predict the product of the given reaction. (1) Given the reactants [NH2:1][C:2]1[C:7]([CH3:8])=[CH:6][C:5](/[CH:9]=[C:10](\[C:15]([O:17][CH2:18][C:19]2[CH:24]=[CH:23][CH:22]=[CH:21][CH:20]=2)=[O:16])/[C:11]([O:13][CH3:14])=[O:12])=[CH:4][C:3]=1[CH3:25].C(Cl)Cl, predict the reaction product. The product is: [NH2:1][C:2]1[C:3]([CH3:25])=[CH:4][C:5]([CH2:9][C@@H:10]([C:15]([O:17][CH2:18][C:19]2[CH:20]=[CH:21][CH:22]=[CH:23][CH:24]=2)=[O:16])[C:11]([O:13][CH3:14])=[O:12])=[CH:6][C:7]=1[CH3:8]. (2) Given the reactants [Br:1][C:2]1[CH:7]=[CH:6][C:5](C(=O)C)=[C:4]([O:11][CH2:12][C@@H:13]2[CH2:15][O:14]2)[CH:3]=1.C(=O)(O)[O-].[Na+].C1C=C(Cl)C=[C:23]([C:28]([O:30]O)=[O:29])C=1, predict the reaction product. The product is: [C:28]([O:30][C:5]1[CH:6]=[CH:7][C:2]([Br:1])=[CH:3][C:4]=1[O:11][CH2:12][C@@H:13]1[CH2:15][O:14]1)(=[O:29])[CH3:23].